Dataset: Forward reaction prediction with 1.9M reactions from USPTO patents (1976-2016). Task: Predict the product of the given reaction. (1) Given the reactants [Cl:1][C:2]1[C:7](=[O:8])[N:6](C2CCCCO2)[N:5]=[CH:4][C:3]=1[O:15][C:16]1[CH:23]=[CH:22][CH:21]=[CH:20][C:17]=1[C:18]#[N:19].Cl, predict the reaction product. The product is: [Cl:1][C:2]1[C:7](=[O:8])[NH:6][N:5]=[CH:4][C:3]=1[O:15][C:16]1[CH:23]=[CH:22][CH:21]=[CH:20][C:17]=1[C:18]#[N:19]. (2) Given the reactants C[O:2][C:3]([C:5]1[N:6]([N:13]([CH2:22][C:23]2[CH:28]=[CH:27][CH:26]=[CH:25][CH:24]=2)[C:14](=[O:21])[CH2:15][C:16]([O:18][CH2:19]C)=[O:17])[C:7]([Cl:12])=[C:8]([Cl:11])[C:9]=1[Cl:10])=O.C[O-].[Na+], predict the reaction product. The product is: [CH3:19][O:18][C:16]([C:15]1[C:14](=[O:21])[N:13]([CH2:22][C:23]2[CH:28]=[CH:27][CH:26]=[CH:25][CH:24]=2)[N:6]2[C:7]([Cl:12])=[C:8]([Cl:11])[C:9]([Cl:10])=[C:5]2[C:3]=1[OH:2])=[O:17]. (3) The product is: [CH3:1][O:2][C:3]1[CH:4]=[CH:5][C:6]([S:9]([N:12]([CH2:38][C:34]2[CH:35]=[N:30][CH:31]=[CH:32][CH:33]=2)[C@@H:13]([CH2:21][CH:22]=[CH2:23])[C:14]([O:16][C:17]([CH3:18])([CH3:19])[CH3:20])=[O:15])(=[O:11])=[O:10])=[CH:7][CH:8]=1. Given the reactants [CH3:1][O:2][C:3]1[CH:8]=[CH:7][C:6]([S:9]([NH:12][C@@H:13]([CH2:21][CH:22]=[CH2:23])[C:14]([O:16][C:17]([CH3:20])([CH3:19])[CH3:18])=[O:15])(=[O:11])=[O:10])=[CH:5][CH:4]=1.C(=O)([O-])[O-].[K+].[K+].[N:30]1[CH:35]=[CH:34][CH:33]=[CH:32][C:31]=1CCl.[CH:38](Cl)(Cl)Cl, predict the reaction product.